Dataset: Reaction yield outcomes from USPTO patents with 853,638 reactions. Task: Predict the reaction yield, written as a fraction of the theoretical maximum amount of product (1.0 means a 100% yield; for example, 0.34 means a 34% yield). (1) The reactants are [CH3:1][CH:2]([O:4][C:5]1[CH:13]=[CH:12][C:8](C(O)=O)=[CH:7][CH:6]=1)[CH3:3].[N+:14]([O-:17])(O)=[O:15].[C:18]([O:21]C(=O)C)(=[O:20])C. No catalyst specified. The product is [CH3:3][CH:2]([O:4][C:5]1[C:6]([N+:14]([O-:17])=[O:15])=[CH:7][CH:8]=[CH:12][C:13]=1[C:18]([OH:21])=[O:20])[CH3:1]. The yield is 0.820. (2) The reactants are [CH3:1][C:2]1[C:3]([O:12][CH3:13])=[CH:4][C:5]([N+:9]([O-])=O)=[C:6]([OH:8])[CH:7]=1. The catalyst is CCOC(C)=O.[Pd]. The product is [NH2:9][C:5]1[CH:4]=[C:3]([O:12][CH3:13])[C:2]([CH3:1])=[CH:7][C:6]=1[OH:8]. The yield is 0.980.